From a dataset of Catalyst prediction with 721,799 reactions and 888 catalyst types from USPTO. Predict which catalyst facilitates the given reaction. (1) Reactant: [F:1][C:2]([F:31])([F:30])[O:3][C:4]1[CH:9]=[CH:8][C:7]([C:10]2[N:11]=[C:12]([CH2:15][C:16]3([NH:22]C(=O)OC(C)(C)C)[CH2:21][CH2:20][O:19][CH2:18][CH2:17]3)[NH:13][CH:14]=2)=[CH:6][CH:5]=1.Cl. Product: [F:31][C:2]([F:1])([F:30])[O:3][C:4]1[CH:9]=[CH:8][C:7]([C:10]2[N:11]=[C:12]([CH2:15][C:16]3([NH2:22])[CH2:17][CH2:18][O:19][CH2:20][CH2:21]3)[NH:13][CH:14]=2)=[CH:6][CH:5]=1. The catalyst class is: 12. (2) Reactant: C(OC([N:8]1[C@@H:16]2[C@@H:11]([CH2:12][CH2:13][CH2:14][CH2:15]2)[CH2:10][C@H:9]1[CH2:17][NH:18][CH2:19][C:20]1[S:24][C:23]2[CH:25]=[CH:26][CH:27]=[CH:28][C:22]=2[CH:21]=1)=O)(C)(C)C.C(N(CC)CC)C.[CH3:36][O:37][C:38]1[C:43]2[O:44][C:45]([CH3:48])([CH3:47])[O:46][C:42]=2[CH:41]=[C:40]([C:49](Cl)=[O:50])[CH:39]=1.FC(F)(F)C(O)=O. Product: [S:24]1[C:20]([CH2:19][N:18]([CH2:17][C@@H:9]2[CH2:10][C@H:11]3[C@H:16]([CH2:15][CH2:14][CH2:13][CH2:12]3)[NH:8]2)[C:49]([C:40]2[CH:39]=[C:38]([O:37][CH3:36])[C:43]3[O:44][C:45]([CH3:48])([CH3:47])[O:46][C:42]=3[CH:41]=2)=[O:50])=[CH:21][C:22]2[CH:28]=[CH:27][CH:26]=[CH:25][C:23]1=2. The catalyst class is: 4. (3) Reactant: [CH3:1][O:2][C:3](=[O:15])[CH:4]([CH3:14])[CH:5]([OH:13])[C:6]1[CH:11]=[CH:10][C:9]([OH:12])=[CH:8][CH:7]=1.Cl[CH2:17][C:18]1[C:27]2[C:22](=[CH:23][CH:24]=[CH:25][CH:26]=2)[N:21]=[C:20]([CH3:28])[CH:19]=1.C(=O)([O-])[O-].[Cs+].[Cs+]. Product: [CH3:1][O:2][C:3](=[O:15])[CH:4]([CH3:14])[CH:5]([OH:13])[C:6]1[CH:11]=[CH:10][C:9]([O:12][CH2:17][C:18]2[C:27]3[C:22](=[CH:23][CH:24]=[CH:25][CH:26]=3)[N:21]=[C:20]([CH3:28])[CH:19]=2)=[CH:8][CH:7]=1. The catalyst class is: 16. (4) Reactant: Br[C:2]1[CH:10]=[C:9]2[C:5]([C:6]([CH2:12][CH3:13])=[N:7][N:8]2[CH3:11])=[CH:4][CH:3]=1.[Li]CCCC.[C:19](=[O:21])=[O:20]. Product: [CH2:12]([C:6]1[C:5]2[C:9](=[CH:10][C:2]([C:19]([OH:21])=[O:20])=[CH:3][CH:4]=2)[N:8]([CH3:11])[N:7]=1)[CH3:13]. The catalyst class is: 1.